This data is from Catalyst prediction with 721,799 reactions and 888 catalyst types from USPTO. The task is: Predict which catalyst facilitates the given reaction. (1) The catalyst class is: 106. Reactant: C([O:5][C:6]([C@@H:8]([NH:63][C:64]([C@@H:66]1[C:70]([CH3:72])([CH3:71])[S:69][CH2:68][N:67]1[S:73]([C:76]1[CH:81]=[CH:80][C:79]([CH3:82])=[CH:78][CH:77]=1)(=[O:75])=[O:74])=[O:65])[CH2:9][C:10]1[CH:15]=[CH:14][C:13]([O:16][C:17]([N:19]2[CH2:24][CH2:23][N:22]([C:25]([O:27][C:28]3[CH:33]=[CH:32][C:31]([CH2:34][C@@H:35]([C:56]([O:58]C(C)(C)C)=[O:57])[NH:36][C:37]([C@@H:39]4[C:43]([CH3:45])([CH3:44])[S:42][CH2:41][N:40]4[S:46]([C:49]4[CH:54]=[CH:53][C:52]([CH3:55])=[CH:51][CH:50]=4)(=[O:48])=[O:47])=[O:38])=[CH:30][CH:29]=3)=[O:26])[CH2:21][CH2:20]2)=[O:18])=[CH:12][CH:11]=1)=[O:7])(C)(C)C. Product: [C:56]([C@@H:35]([NH:36][C:37]([C@@H:39]1[C:43]([CH3:44])([CH3:45])[S:42][CH2:41][N:40]1[S:46]([C:49]1[CH:50]=[CH:51][C:52]([CH3:55])=[CH:53][CH:54]=1)(=[O:48])=[O:47])=[O:38])[CH2:34][C:31]1[CH:32]=[CH:33][C:28]([O:27][C:25]([N:22]2[CH2:21][CH2:20][N:19]([C:17]([O:16][C:13]3[CH:12]=[CH:11][C:10]([CH2:9][C@@H:8]([C:6]([OH:7])=[O:5])[NH:63][C:64]([C@@H:66]4[C:70]([CH3:72])([CH3:71])[S:69][CH2:68][N:67]4[S:73]([C:76]4[CH:81]=[CH:80][C:79]([CH3:82])=[CH:78][CH:77]=4)(=[O:75])=[O:74])=[O:65])=[CH:15][CH:14]=3)=[O:18])[CH2:24][CH2:23]2)=[O:26])=[CH:29][CH:30]=1)([OH:58])=[O:57]. (2) Product: [CH3:30][N:29]([CH3:34])[C:2]1[C:3]([CH:5]=[C:6]([NH:10][C:11]2[C:20]3[C:15](=[CH:16][C:17]([O:23][CH2:24][CH2:25][O:26][CH3:27])=[C:18]([O:21][CH3:22])[CH:19]=3)[N:14]=[CH:13][N:12]=2)[C:7](=[O:9])[CH:8]=1)=[O:4]. The catalyst class is: 1. Reactant: Cl[C:2]1[C:3]([CH:5]=[C:6]([NH:10][C:11]2[C:20]3[C:15](=[CH:16][C:17]([O:23][CH2:24][CH2:25][O:26][CH3:27])=[C:18]([O:21][CH3:22])[CH:19]=3)[N:14]=[CH:13][N:12]=2)[C:7](=[O:9])[CH:8]=1)=[O:4].Cl.[N:29]1[CH:34]=CC=C[CH:30]=1.CNC. (3) Reactant: Cl[C:2]1[CH:26]=[CH:25][C:5]([C:6]([NH:8][C:9]2[N:24]=[C:12]3[CH:13]=[CH:14][CH:15]=[C:16]([NH:17][CH:18]4[CH2:23][CH2:22][CH2:21][CH2:20][CH2:19]4)[N:11]3[N:10]=2)=[O:7])=[CH:4][N:3]=1.[NH2:27][CH2:28][CH2:29][CH2:30][OH:31]. The catalyst class is: 51. Product: [CH:18]1([NH:17][C:16]2[N:11]3[N:10]=[C:9]([NH:8][C:6](=[O:7])[C:5]4[CH:25]=[CH:26][C:2]([NH:27][CH2:28][CH2:29][CH2:30][OH:31])=[N:3][CH:4]=4)[N:24]=[C:12]3[CH:13]=[CH:14][CH:15]=2)[CH2:23][CH2:22][CH2:21][CH2:20][CH2:19]1.